Predict the reactants needed to synthesize the given product. From a dataset of Retrosynthesis with 50K atom-mapped reactions and 10 reaction types from USPTO. (1) The reactants are: COc1ccc2c(c1)SCc1cccc([N+](=O)[O-])c1C2=O. Given the product COc1ccc2c(c1)SCc1cccc(N)c1C2=O, predict the reactants needed to synthesize it. (2) Given the product CCCCc1noc(C)c1COc1cc(C(=O)NCCO)[nH]n1, predict the reactants needed to synthesize it. The reactants are: CCCCc1noc(C)c1COc1cc(C(=O)OC)[nH]n1.NCCO.